From a dataset of Forward reaction prediction with 1.9M reactions from USPTO patents (1976-2016). Predict the product of the given reaction. (1) The product is: [CH3:14][CH:12]([CH3:13])[CH2:11][C@@H:10]([NH:9][C:7](=[O:8])[O:6][C:2]([CH3:3])([CH3:4])[CH3:5])[C:15](=[O:17])[NH:36][CH:37]1[CH2:46][C:45]2[C:40](=[C:41]([N:47]3[CH2:51][CH2:50][CH2:49][C:48]3=[O:52])[CH:42]=[CH:43][CH:44]=2)[N:39]([CH2:53][C:54]2[CH:58]=[CH:57][S:56][CH:55]=2)[C:38]1=[O:59]. Given the reactants O.[C:2]([O:6][C:7]([NH:9][C@@H:10]([C:15]([OH:17])=O)[CH2:11][CH:12]([CH3:14])[CH3:13])=[O:8])([CH3:5])([CH3:4])[CH3:3].C(Cl)(=O)OCC(C)C.C([C@H]([C@@H](C(O)=O)O)O)(O)=O.[NH2:36][CH:37]1[CH2:46][C:45]2[C:40](=[C:41]([N:47]3[CH2:51][CH2:50][CH2:49][C:48]3=[O:52])[CH:42]=[CH:43][CH:44]=2)[N:39]([CH2:53][C:54]2[CH:58]=[CH:57][S:56][CH:55]=2)[C:38]1=[O:59].[OH-].[Na+].[Cl-].[Na+], predict the reaction product. (2) Given the reactants [OH:1][CH2:2][C@H:3]1[NH:8][CH2:7][CH2:6][N:5]([C:9]2[NH:10][C:11](=[O:20])[C:12]3[C:17]([CH:18]=2)=[C:16]([CH3:19])[CH:15]=[CH:14][CH:13]=3)[CH2:4]1.[C:21]([BH3-])#N.[Na+].C(O)(=O)C, predict the reaction product. The product is: [OH:1][CH2:2][C@H:3]1[N:8]([CH3:21])[CH2:7][CH2:6][N:5]([C:9]2[NH:10][C:11](=[O:20])[C:12]3[C:17]([CH:18]=2)=[C:16]([CH3:19])[CH:15]=[CH:14][CH:13]=3)[CH2:4]1. (3) Given the reactants [F:1][C:2]1[CH:3]=[C:4]([C:17]#[N:18])[C:5]([C:8]2[CH:13]=[CH:12][CH:11]=[C:10]([N+:14]([O-])=O)[CH:9]=2)=[CH:6][CH:7]=1.[Sn](Cl)Cl, predict the reaction product. The product is: [NH2:14][C:10]1[CH:9]=[C:8]([C:5]2[C:4]([C:17]#[N:18])=[CH:3][C:2]([F:1])=[CH:7][CH:6]=2)[CH:13]=[CH:12][CH:11]=1. (4) Given the reactants [F:1][C:2]([F:8])([F:7])[C:3]([F:6])([F:5])I.C[Li].[Br-].[Li+].[F:13][C:14]1[CH:19]=[C:18]([F:20])[CH:17]=[CH:16][C:15]=1[CH:21]=[CH:22][C:23](N(OC)C)=[O:24], predict the reaction product. The product is: [F:13][C:14]1[CH:19]=[C:18]([F:20])[CH:17]=[CH:16][C:15]=1[CH:21]=[CH:22][C:23](=[O:24])[C:3]([F:6])([F:5])[C:2]([F:8])([F:7])[F:1].